Dataset: Reaction yield outcomes from USPTO patents with 853,638 reactions. Task: Predict the reaction yield, written as a fraction of the theoretical maximum amount of product (1.0 means a 100% yield; for example, 0.34 means a 34% yield). (1) The reactants are Cl[CH2:2][C:3]1[S:7][C:6]([C:8]2[NH:9][C:10]3[C:15]([CH:16]=2)=[CH:14][CH:13]=[CH:12][C:11]=3[N:17]([CH3:26])[S:18]([C:21]2[S:22][CH:23]=[CH:24][CH:25]=2)(=[O:20])=[O:19])=[N:5][CH:4]=1.C(N(CC)CC)C.Cl.[CH2:35]1[CH:39]2[CH2:40][NH:41][CH2:42][CH2:43][N:38]2[C:37](=[O:44])[O:36]1.CN(C)C=O. The catalyst is O. The product is [CH3:26][N:17]([C:11]1[CH:12]=[CH:13][CH:14]=[C:15]2[C:10]=1[NH:9][C:8]([C:6]1[S:7][C:3]([CH2:2][N:41]3[CH2:42][CH2:43][N:38]4[C:37](=[O:44])[O:36][CH2:35][CH:39]4[CH2:40]3)=[CH:4][N:5]=1)=[CH:16]2)[S:18]([C:21]1[S:22][CH:23]=[CH:24][CH:25]=1)(=[O:19])=[O:20]. The yield is 0.560. (2) The catalyst is [OH-].[Na+]. The yield is 0.500. The product is [NH2:2][C:1]([C:3]1[N:4]=[C:5]([C:25]2[CH:26]=[CH:27][CH:28]=[CH:29][CH:30]=2)[CH:6]=[C:7]2[C:11]([C:12]3[CH2:13][CH2:14][N:15]([C:18]([O:20][C:21]([CH3:24])([CH3:23])[CH3:22])=[O:19])[CH2:16][CH:17]=3)=[CH:10][NH:9][C:8]=12)=[O:33]. The reactants are [C:1]([C:3]1[N:4]=[C:5]([C:25]2[CH:30]=[CH:29][CH:28]=[CH:27][CH:26]=2)[CH:6]=[C:7]2[C:11]([C:12]3[CH2:13][CH2:14][N:15]([C:18]([O:20][C:21]([CH3:24])([CH3:23])[CH3:22])=[O:19])[CH2:16][CH:17]=3)=[CH:10][NH:9][C:8]=12)#[N:2].CC[OH:33]. (3) The reactants are [CH3:1][NH:2][C:3]([CH3:15])=[CH:4][C:5]([O:7][CH2:8][C:9]1[CH:14]=[CH:13][CH:12]=[CH:11][CH:10]=1)=[O:6].N1C=CC=CC=1.S(OS([C:25]([F:28])([F:27])[F:26])(=O)=O)([C:25]([F:28])([F:27])[F:26])(=O)=O.C1C[O:40][CH2:39]C1. No catalyst specified. The product is [CH3:1][NH:2][C:3]([CH3:15])=[C:4]([C:39](=[O:40])[C:25]([F:28])([F:27])[F:26])[C:5]([O:7][CH2:8][C:9]1[CH:10]=[CH:11][CH:12]=[CH:13][CH:14]=1)=[O:6]. The yield is 0.970. (4) The reactants are [Br:1][C:2]1[CH:3]=[CH:4][C:5]([C:9]([OH:11])=[O:10])=[N:6][C:7]=1Cl.[CH3:12][CH:13]([CH3:16])[CH2:14][SH:15].C(=O)([O-])[O-].[Cs+].[Cs+]. The catalyst is CS(C)=O. The product is [Br:1][C:2]1[CH:3]=[CH:4][C:5]([C:9]([OH:11])=[O:10])=[N:6][C:7]=1[S:15][CH2:14][CH:13]([CH3:16])[CH3:12]. The yield is 0.510. (5) The reactants are [N:1]([CH2:4][C:5]1[C:10]([CH3:11])=[C:9]([CH2:12][N:13]=[N+]=[N-])[C:8]([CH3:16])=[CH:7][C:6]=1[CH3:17])=[N+]=[N-].C1(P(C2C=CC=CC=2)C2C=CC=CC=2)C=CC=CC=1. The catalyst is O1CCCC1.O. The product is [CH3:11][C:10]1[C:9]([CH2:12][NH2:13])=[C:8]([CH3:16])[CH:7]=[C:6]([CH3:17])[C:5]=1[CH2:4][NH2:1]. The yield is 0.380. (6) The reactants are [NH:1]1[CH2:4][CH:3]([CH2:5][N:6]2[C:14]3[C:9](=[CH:10][C:11]([O:15][CH:16]([F:18])[F:17])=[CH:12][CH:13]=3)[C:8]([C:19]3[N:20]=[C:21]4[C:27]([C:28]([NH:30][C:31]([CH3:34])([CH3:33])[CH3:32])=[O:29])=[CH:26][N:25]([CH2:35][O:36][CH2:37][CH2:38][Si:39]([CH3:42])([CH3:41])[CH3:40])[C:22]4=[N:23][CH:24]=3)=[N:7]2)[CH2:2]1.C=O.[C:45](O[BH-](OC(=O)C)OC(=O)C)(=O)C.[Na+]. The catalyst is CO. The product is [C:31]([NH:30][C:28]([C:27]1[C:21]2[C:22](=[N:23][CH:24]=[C:19]([C:8]3[C:9]4[C:14](=[CH:13][CH:12]=[C:11]([O:15][CH:16]([F:18])[F:17])[CH:10]=4)[N:6]([CH2:5][CH:3]4[CH2:4][N:1]([CH3:45])[CH2:2]4)[N:7]=3)[N:20]=2)[N:25]([CH2:35][O:36][CH2:37][CH2:38][Si:39]([CH3:42])([CH3:41])[CH3:40])[CH:26]=1)=[O:29])([CH3:33])([CH3:34])[CH3:32]. The yield is 0.870. (7) The reactants are [ClH:1].Cl.FC1C=CC(C2C=NC(N3CCNCC3)=NC=2)=CC=1.[N:22]1[CH:27]=[CH:26][CH:25]=[C:24]([C:28]2[CH:29]=[N:30][C:31]([N:34]3[CH2:39][CH2:38][N:37](C(O)=O)[CH2:36][CH2:35]3)=[N:32][CH:33]=2)[CH:23]=1. No catalyst specified. The product is [ClH:1].[ClH:1].[ClH:1].[N:34]1([C:31]2[N:32]=[CH:33][C:28]([C:24]3[CH:23]=[N:22][CH:27]=[CH:26][CH:25]=3)=[CH:29][N:30]=2)[CH2:35][CH2:36][NH:37][CH2:38][CH2:39]1. The yield is 0.960. (8) The reactants are [CH:1]1([C:4]2[CH:5]=[CH:6][C:7]([F:13])=[C:8]([CH:12]=2)[C:9]([O-:11])=[O:10])[CH2:3][CH2:2]1.[Cl:14][C:15]1[CH:20]=[C:19]([F:21])[CH:18]=[CH:17][C:16]=1[CH:22](Cl)[CH3:23].[C:25](=[O:28])([O-])[O-].[K+].[K+].[I-].[K+].[C:33](#[N:35])[CH3:34]. No catalyst specified. The product is [Cl:14][C:15]1[CH:20]=[C:19]([F:21])[CH:18]=[CH:17][C:16]=1[C@H:22]([N:35]1[CH2:7][C@H:6]2[CH2:34][C@@H:33]1[C@H:25]([O:28][C:5]1[C:4]([CH:1]3[CH2:2][CH2:3]3)=[CH:12][C:8]([C:9]([O:11][C:1]([CH3:4])([CH3:3])[CH3:2])=[O:10])=[C:7]([F:13])[CH:6]=1)[CH2:5]2)[CH3:23]. The yield is 0.160.